This data is from Experimentally validated miRNA-target interactions with 360,000+ pairs, plus equal number of negative samples. The task is: Binary Classification. Given a miRNA mature sequence and a target amino acid sequence, predict their likelihood of interaction. The miRNA is hsa-miR-3688-5p with sequence AGUGGCAAAGUCUUUCCAUAU. The protein sequence of the target gene is MSTKSMIRDVELAEEVLSEKAGGPQGSRSCLCLSLFSFLLVAGATTLFCLLHFGVIGPQREEQSPGGPSINSPLVQTLRSSSQASSNKPVAHVVADINSPGQLRWWDSYANALMANGVKLEDNQLVVPADGLYLIYSQVLFRGQGCPSTPLFLTHTISRIAVSYQTKVNILSAIKSPCHRETPEWAEAKPWYEPIYQGGVFQLEKGDRLSAEINLPDYLDYAESGQVYFGIIAL. Result: 0 (no interaction).